From a dataset of Forward reaction prediction with 1.9M reactions from USPTO patents (1976-2016). Predict the product of the given reaction. Given the reactants [Br:1][C:2]1[CH:15]=[CH:14][C:5]2[N:6]=[C:7]([CH2:9][C:10]([NH:12][NH2:13])=[O:11])[S:8][C:4]=2[CH:3]=1.C1N=CN([C:21](N2C=NC=C2)=[O:22])C=1, predict the reaction product. The product is: [Br:1][C:2]1[CH:15]=[CH:14][C:5]2[N:6]=[C:7]([CH2:9][C:10]3[O:11][C:21]([OH:22])=[N:13][N:12]=3)[S:8][C:4]=2[CH:3]=1.